Task: Predict the reaction yield, written as a fraction of the theoretical maximum amount of product (1.0 means a 100% yield; for example, 0.34 means a 34% yield).. Dataset: Reaction yield outcomes from USPTO patents with 853,638 reactions (1) The catalyst is CN(C=O)C. The reactants are [Cl:1][C:2]1[C:3]([CH3:30])=[C:4]([NH:10][C@H:11]([C@H:27]([OH:29])[CH3:28])[C:12]([NH:14][NH:15][C:16](=[O:26])[C:17]2[CH:22]=[CH:21][C:20]([N+:23]([O-:25])=[O:24])=[CH:19][CH:18]=2)=[O:13])[CH:5]=[CH:6][C:7]=1[C:8]#[N:9].[CH3:31][C:32]([Si:35](Cl)([CH3:37])[CH3:36])([CH3:34])[CH3:33].N1C=CN=C1. The yield is 0.820. The product is [Si:35]([O:29][C@@H:27]([CH3:28])[C@@H:11]([NH:10][C:4]1[CH:5]=[CH:6][C:7]([C:8]#[N:9])=[C:2]([Cl:1])[C:3]=1[CH3:30])[C:12]([NH:14][NH:15][C:16](=[O:26])[C:17]1[CH:22]=[CH:21][C:20]([N+:23]([O-:25])=[O:24])=[CH:19][CH:18]=1)=[O:13])([C:32]([CH3:34])([CH3:33])[CH3:31])([CH3:37])[CH3:36]. (2) The reactants are [Br:1][C:2]1[CH:11]=[C:10]2[C:5]([N:6]=[CH:7][C:8](=O)[NH:9]2)=[CH:4][CH:3]=1.P(Cl)(Cl)([Cl:15])=O. No catalyst specified. The product is [Br:1][C:2]1[CH:11]=[C:10]2[C:5]([N:6]=[CH:7][C:8]([Cl:15])=[N:9]2)=[CH:4][CH:3]=1. The yield is 0.960. (3) The reactants are C(OC(=O)[NH:7][CH2:8][C:9]1[CH:14]=[CH:13][C:12]([C:15]2[CH:20]=[CH:19][CH:18]=[CH:17][C:16]=2[O:21][CH2:22][CH3:23])=[C:11]([NH:24][C:25]([C:27]2[C:36](=[O:37])[C:35]3[C:30](=[CH:31][CH:32]=[CH:33][CH:34]=3)[NH:29][CH:28]=2)=[O:26])[CH:10]=1)(C)(C)C. The catalyst is C(Cl)Cl.C(O)(C(F)(F)F)=O. The product is [NH2:7][CH2:8][C:9]1[CH:14]=[CH:13][C:12]([C:15]2[CH:20]=[CH:19][CH:18]=[CH:17][C:16]=2[O:21][CH2:22][CH3:23])=[C:11]([NH:24][C:25]([C:27]2[C:36](=[O:37])[C:35]3[C:30](=[CH:31][CH:32]=[CH:33][CH:34]=3)[NH:29][CH:28]=2)=[O:26])[CH:10]=1. The yield is 0.430. (4) The yield is 0.820. No catalyst specified. The product is [CH3:16][S:14][C:4]1[N:3]=[C:2]([NH2:1])[CH:7]=[C:6]([C:8]2[CH:9]=[CH:10][N:11]=[CH:12][CH:13]=2)[N:5]=1. The reactants are [NH2:1][C:2]1[CH:7]=[C:6]([C:8]2[CH:13]=[CH:12][N:11]=[CH:10][CH:9]=2)[N:5]=[C:4]([SH:14])[N:3]=1.O1C=CC=[C:16]1C1N=C(SC)N=C(N)C=1. (5) The reactants are [C:1]([O:5][C:6](=[O:17])[CH2:7]/[N:8]=[CH:9]/[CH2:10][CH:11]1[CH2:16][CH2:15][CH2:14][CH2:13][CH2:12]1)([CH3:4])([CH3:3])[CH3:2].[Cl:18][C:19]1[C:20]([F:36])=[C:21](/[CH:25]=[C:26](/[C:29]2[CH:34]=[CH:33]C(Cl)=[CH:31][CH:30]=2)\[C:27]#[N:28])[CH:22]=[CH:23][CH:24]=1.C(N(CC)CC)C.Cl[CH2:45][Cl:46]. No catalyst specified. The product is [C:1]([O:5][C:6]([CH:7]1[CH:25]([C:21]2[CH:22]=[CH:23][CH:24]=[C:19]([Cl:18])[C:20]=2[F:36])[C:26]([C:29]2[CH:30]=[CH:31][C:45]([Cl:46])=[CH:33][CH:34]=2)([C:27]#[N:28])[CH:9]([CH2:10][CH:11]2[CH2:12][CH2:13][CH2:14][CH2:15][CH2:16]2)[NH:8]1)=[O:17])([CH3:4])([CH3:2])[CH3:3]. The yield is 0.550. (6) The yield is 0.650. The product is [NH2:7][C:8]1([C:12]2[CH:17]=[CH:16][C:15]([C:18]3[C:23]([C:24]4[CH:25]=[CH:26][CH:27]=[CH:28][CH:29]=4)=[CH:22][C:21]4[NH:30][C:39](=[O:40])[CH2:38][N:37]([CH3:36])[C:20]=4[N:19]=3)=[CH:14][CH:13]=2)[CH2:11][CH2:10][CH2:9]1. The catalyst is CO. The reactants are C(OC(=O)[NH:7][C:8]1([C:12]2[CH:17]=[CH:16][C:15]([C:18]3[C:23]([C:24]4[CH:29]=[CH:28][CH:27]=[CH:26][CH:25]=4)=[CH:22][C:21]([N+:30]([O-])=O)=[C:20](Cl)[N:19]=3)=[CH:14][CH:13]=2)[CH2:11][CH2:10][CH2:9]1)(C)(C)C.Cl.[CH3:36][NH:37][CH2:38][C:39](OC)=[O:40].C(N(CC)CC)C. (7) The reactants are [CH3:1][C:2]1([CH3:16])[C:6]([CH3:8])([CH3:7])[O:5][B:4]([C:9]2[CH:14]=[CH:13][C:12]([NH2:15])=[CH:11][CH:10]=2)[O:3]1.CN1CCOCC1.Cl[CH2:25][CH2:26][S:27](Cl)(=[O:29])=[O:28].C1C=C2C(C(O)(O)C(=O)C2=CC=1)=O. The catalyst is ClCCl.C(OCC)(=O)C. The product is [CH3:8][C:6]1([CH3:7])[C:2]([CH3:16])([CH3:1])[O:3][B:4]([C:9]2[CH:14]=[CH:13][C:12]([NH:15][S:27]([CH:26]=[CH2:25])(=[O:29])=[O:28])=[CH:11][CH:10]=2)[O:5]1. The yield is 0.890.